From a dataset of Catalyst prediction with 721,799 reactions and 888 catalyst types from USPTO. Predict which catalyst facilitates the given reaction. (1) Reactant: O.C1(C)C=CC(S(O)(=O)=O)=CC=1.[CH3:13][S:14]([C:17]1[CH:18]=[N:19][CH:20]=[C:21]([C:23]#[C:24][C:25](OCC)([O:29]CC)[O:26][CH2:27][CH3:28])[CH:22]=1)(=[O:16])=[O:15]. Product: [CH2:27]([O:26][C:25](=[O:29])[C:24]#[C:23][C:21]1[CH:20]=[N:19][CH:18]=[C:17]([S:14]([CH3:13])(=[O:15])=[O:16])[CH:22]=1)[CH3:28]. The catalyst class is: 11. (2) Reactant: C([O:3][C:4](=[O:18])[C:5]1[CH:10]=[CH:9][N:8]=[C:7]([NH:11][C:12]([NH:14][CH:15]([CH3:17])[CH3:16])=[O:13])[CH:6]=1)C.[OH-].[Na+]. The catalyst class is: 5. Product: [CH:15]([NH:14][C:12](=[O:13])[NH:11][C:7]1[CH:6]=[C:5]([CH:10]=[CH:9][N:8]=1)[C:4]([OH:18])=[O:3])([CH3:17])[CH3:16]. (3) Reactant: [CH2:1]([N:3]1[C:7](=[NH:8])/[C:6](=[CH:9]/[C:10]2[CH:15]=[CH:14][C:13]([O:16][CH2:17][C:18]3[CH:23]=[CH:22][C:21]([O:24][CH3:25])=[CH:20][CH:19]=3)=[C:12]([O:26][CH3:27])[CH:11]=2)/[NH:5][C:4]1=[O:28])[CH3:2].[C:29](=O)([O-])[O-].[K+].[K+].IC.O. Product: [CH2:1]([N:3]1[C:7](=[NH:8])/[C:6](=[CH:9]/[C:10]2[CH:15]=[CH:14][C:13]([O:16][CH2:17][C:18]3[CH:19]=[CH:20][C:21]([O:24][CH3:25])=[CH:22][CH:23]=3)=[C:12]([O:26][CH3:27])[CH:11]=2)/[N:5]([CH3:29])[C:4]1=[O:28])[CH3:2]. The catalyst class is: 9. (4) Product: [ClH:24].[ClH:24].[F:1][C:2]1[CH:10]=[CH:9][C:8]2[C:4](=[CH:5][N:6]([CH3:11])[N:7]=2)[C:3]=1[C@@H:12]1[CH2:14][C@H:13]1[CH2:15][NH2:16]. Reactant: [F:1][C:2]1[CH:10]=[CH:9][C:8]2[C:4](=[CH:5][N:6]([CH3:11])[N:7]=2)[C:3]=1[C@@H:12]1[CH2:14][C@H:13]1[CH2:15][NH:16]C(=O)OC(C)(C)C.[ClH:24].CO. The catalyst class is: 5. (5) Product: [Br:14][C:15]1[N:32]([CH2:33][O:34][CH2:35][CH2:36][Si:37]([CH3:40])([CH3:39])[CH3:38])[C:18]2[CH:19]=[N:20][N:21]([CH2:24][O:25][CH2:26][CH2:27][Si:28]([CH3:31])([CH3:30])[CH3:29])[C:22](=[O:23])[C:17]=2[C:16]=1[CH2:41][O:11][CH:8]([CH2:9][CH3:10])[CH2:7][CH3:6]. The catalyst class is: 6. Reactant: O1CCCC1.[CH3:6][CH2:7][CH:8]([OH:11])[CH2:9][CH3:10].[H-].[Na+].[Br:14][C:15]1[N:32]([CH2:33][O:34][CH2:35][CH2:36][Si:37]([CH3:40])([CH3:39])[CH3:38])[C:18]2[CH:19]=[N:20][N:21]([CH2:24][O:25][CH2:26][CH2:27][Si:28]([CH3:31])([CH3:30])[CH3:29])[C:22](=[O:23])[C:17]=2[C:16]=1[CH2:41]Br. (6) Reactant: Cl[C:2]1[CH:9]=[CH:8][C:5]([CH:6]=[O:7])=[CH:4][CH:3]=1.[C:10]1([S:16]([O-:18])=[O:17])[CH:15]=[CH:14][CH:13]=[CH:12][CH:11]=1.[Na+]. Product: [C:10]1([S:16]([C:2]2[CH:9]=[CH:8][C:5]([CH:6]=[O:7])=[CH:4][CH:3]=2)(=[O:18])=[O:17])[CH:15]=[CH:14][CH:13]=[CH:12][CH:11]=1. The catalyst class is: 16. (7) Reactant: [CH3:1][O:2][C:3]1[CH:28]=[CH:27][C:6]([CH2:7][N:8]2[C:12]3=[N:13][CH:14]=[CH:15][C:16]([O:17][C:18]4[CH:23]=[CH:22][C:21]([NH2:24])=[CH:20][C:19]=4[F:25])=[C:11]3[C:10]([CH3:26])=[N:9]2)=[CH:5][CH:4]=1.[O:29]=[C:30]1[CH:34]([C:35](O)=[O:36])[CH2:33][CH2:32][NH:31]1.Cl.C(N=C=NCCCN(C)C)C.N1(O)C2C=CC=CC=2N=N1.C(N(C(C)C)C(C)C)C. Product: [CH3:1][O:2][C:3]1[CH:4]=[CH:5][C:6]([CH2:7][N:8]2[C:12]3=[N:13][CH:14]=[CH:15][C:16]([O:17][C:18]4[CH:23]=[CH:22][C:21]([NH:24][C:35]([CH:34]5[CH2:33][CH2:32][NH:31][C:30]5=[O:29])=[O:36])=[CH:20][C:19]=4[F:25])=[C:11]3[C:10]([CH3:26])=[N:9]2)=[CH:27][CH:28]=1. The catalyst class is: 1.